Dataset: Full USPTO retrosynthesis dataset with 1.9M reactions from patents (1976-2016). Task: Predict the reactants needed to synthesize the given product. (1) Given the product [C:1]([O:5][C:6]([N:8]1[CH2:13][CH2:12][N:11]([C:14]2[C:19]([O:20][CH2:21][CH2:22][O:23][C:24]3[CH:29]=[CH:28][CH:27]=[C:26]([CH2:30][N:32]4[CH2:37][CH2:36][O:35][CH2:34][CH2:33]4)[CH:25]=3)=[N:18][CH:17]=[CH:16][N:15]=2)[CH2:10][CH2:9]1)=[O:7])([CH3:2])([CH3:4])[CH3:3], predict the reactants needed to synthesize it. The reactants are: [C:1]([O:5][C:6]([N:8]1[CH2:13][CH2:12][N:11]([C:14]2[C:19]([O:20][CH2:21][CH2:22][O:23][C:24]3[CH:29]=[CH:28][CH:27]=[C:26]([CH:30]=O)[CH:25]=3)=[N:18][CH:17]=[CH:16][N:15]=2)[CH2:10][CH2:9]1)=[O:7])([CH3:4])([CH3:3])[CH3:2].[NH:32]1[CH2:37][CH2:36][O:35][CH2:34][CH2:33]1.C(O[BH-](OC(=O)C)OC(=O)C)(=O)C.[Na+]. (2) Given the product [Cl:1][C:2]1[CH:3]=[CH:4][C:5]([CH2:6][C:7]2[C:8]([CH3:20])=[C:9]([CH3:19])[C:10]([CH:17]=[O:25])=[C:11]([CH:16]=2)[C:12]([O:14][CH3:15])=[O:13])=[CH:21][CH:22]=1, predict the reactants needed to synthesize it. The reactants are: [Cl:1][C:2]1[CH:22]=[CH:21][C:5]([CH2:6][C:7]2[C:8]([CH3:20])=[C:9]([CH3:19])[C:10]([CH:17]=C)=[C:11]([CH:16]=2)[C:12]([O:14][CH3:15])=[O:13])=[CH:4][CH:3]=1.CC(C)=[O:25].C(#N)C.I([O-])(=O)(=O)=O.[Na+]. (3) The reactants are: [Br:1][C:2]1[CH:3]=[N:4][C:5]2[N:6]([N:8]=[C:9]([C:11]([OH:13])=O)[CH:10]=2)[CH:7]=1.[CH3:14][O:15][C:16]1[CH:17]=[C:18]2[C:23](=[CH:24][CH:25]=1)[N:22]([CH3:26])[NH:21][CH2:20][CH2:19]2. Given the product [Br:1][C:2]1[CH:3]=[N:4][C:5]2[N:6]([N:8]=[C:9]([C:11]([N:21]3[CH2:20][CH2:19][C:18]4[C:23](=[CH:24][CH:25]=[C:16]([O:15][CH3:14])[CH:17]=4)[N:22]3[CH3:26])=[O:13])[CH:10]=2)[CH:7]=1, predict the reactants needed to synthesize it. (4) The reactants are: [CH3:1][O:2][C:3]1[CH:8]=[CH:7][C:6]([C:9]2[S:13][C:12]([C:14]([NH:16][C:17]3([C:24]([O:26]C)=[O:25])[CH2:23][CH2:22][CH2:21][CH2:20][CH2:19][CH2:18]3)=[O:15])=[C:11]([NH:28][C:29]([NH:31][C:32]3[C:37]([CH3:38])=[CH:36][C:35]([CH3:39])=[CH:34][C:33]=3[CH3:40])=[O:30])[CH:10]=2)=[CH:5][CH:4]=1.[OH-].[Li+]. Given the product [CH3:1][O:2][C:3]1[CH:4]=[CH:5][C:6]([C:9]2[S:13][C:12]([C:14]([NH:16][C:17]3([C:24]([OH:26])=[O:25])[CH2:18][CH2:19][CH2:20][CH2:21][CH2:22][CH2:23]3)=[O:15])=[C:11]([NH:28][C:29]([NH:31][C:32]3[C:37]([CH3:38])=[CH:36][C:35]([CH3:39])=[CH:34][C:33]=3[CH3:40])=[O:30])[CH:10]=2)=[CH:7][CH:8]=1, predict the reactants needed to synthesize it. (5) Given the product [Cl:20][C:17]1[CH:18]=[CH:19][C:14]([CH2:13][N:1]2[C:9]3[C:4](=[CH:5][C:6]([CH:10]=[O:11])=[CH:7][CH:8]=3)[CH:3]=[N:2]2)=[C:15]([C:21]([F:22])([F:23])[F:24])[CH:16]=1, predict the reactants needed to synthesize it. The reactants are: [NH:1]1[C:9]2[C:4](=[CH:5][C:6]([CH:10]=[O:11])=[CH:7][CH:8]=2)[CH:3]=[N:2]1.Br[CH2:13][C:14]1[CH:19]=[CH:18][C:17]([Cl:20])=[CH:16][C:15]=1[C:21]([F:24])([F:23])[F:22].